Dataset: Full USPTO retrosynthesis dataset with 1.9M reactions from patents (1976-2016). Task: Predict the reactants needed to synthesize the given product. Given the product [CH:35]([NH:38][C:39](=[O:48])[CH:40]([NH:41][C:31]([C:3]1[N:4]([CH3:30])[C:5]2[C:10]([C:2]=1[Cl:1])=[CH:9][C:8]([NH:11][C:12]([C:14]1[C:15]([C:20]3[CH:25]=[CH:24][C:23]([C:26]([F:29])([F:27])[F:28])=[CH:22][CH:21]=3)=[CH:16][CH:17]=[CH:18][CH:19]=1)=[O:13])=[CH:7][CH:6]=2)=[O:32])[C:42]1[CH:47]=[CH:46][CH:45]=[CH:44][CH:43]=1)([CH3:37])[CH3:36], predict the reactants needed to synthesize it. The reactants are: [Cl:1][C:2]1[C:10]2[C:5](=[CH:6][CH:7]=[C:8]([NH:11][C:12]([C:14]3[C:15]([C:20]4[CH:25]=[CH:24][C:23]([C:26]([F:29])([F:28])[F:27])=[CH:22][CH:21]=4)=[CH:16][CH:17]=[CH:18][CH:19]=3)=[O:13])[CH:9]=2)[N:4]([CH3:30])[C:3]=1[C:31](O)=[O:32].Cl.[CH:35]([NH:38][C:39](=[O:48])[C@H:40]([C:42]1[CH:47]=[CH:46][CH:45]=[CH:44][CH:43]=1)[NH2:41])([CH3:37])[CH3:36].C1CN([P+](Br)(N2CCCC2)N2CCCC2)CC1.F[P-](F)(F)(F)(F)F.CCN(C(C)C)C(C)C.